Dataset: Full USPTO retrosynthesis dataset with 1.9M reactions from patents (1976-2016). Task: Predict the reactants needed to synthesize the given product. (1) Given the product [CH3:1][C:2]([S@@:5]([NH:7][C@H:8]([C:11]1[C:12](=[O:21])[NH:13][C:14]2[C:19]([CH:20]=1)=[N:18][CH:17]=[CH:16][CH:15]=2)[CH3:9])=[O:6])([CH3:4])[CH3:3], predict the reactants needed to synthesize it. The reactants are: [CH3:1][C:2]([S@@:5]([NH2:7])=[O:6])([CH3:4])[CH3:3].[C:8]([C:11]1[C:12](=[O:21])[NH:13][C:14]2[C:19]([CH:20]=1)=[N:18][CH:17]=[CH:16][CH:15]=2)(=O)[CH3:9].[BH4-].[Na+].CO. (2) Given the product [CH2:8]([NH:1][C:2]1[CH:3]=[N:4][CH:5]=[CH:6][CH:7]=1)[CH3:9], predict the reactants needed to synthesize it. The reactants are: [NH2:1][C:2]1[CH:3]=[N:4][CH:5]=[CH:6][CH:7]=1.[C:8](#N)[CH3:9].